Regression/Classification. Given a drug SMILES string, predict its absorption, distribution, metabolism, or excretion properties. Task type varies by dataset: regression for continuous measurements (e.g., permeability, clearance, half-life) or binary classification for categorical outcomes (e.g., BBB penetration, CYP inhibition). Dataset: cyp2c19_veith. From a dataset of CYP2C19 inhibition data for predicting drug metabolism from PubChem BioAssay. (1) The molecule is CN(C)c1ccc(N=Nc2cccc3ccoc23)cc1. The result is 0 (non-inhibitor). (2) The molecule is COc1ccc(C[C@H](O)CN2CCOCC2)cc1. The result is 0 (non-inhibitor). (3) The compound is O=C(Cn1c(O)c(/C=C2\C=Nc3ccccc32)sc1=O)Nc1ccc2c(c1)OCO2. The result is 0 (non-inhibitor). (4) The drug is Cn1cc(-c2nc3cnc(OCc4ccccc4)nc3n(CCC#N)c2=O)c2ccccc21. The result is 0 (non-inhibitor).